This data is from Catalyst prediction with 721,799 reactions and 888 catalyst types from USPTO. The task is: Predict which catalyst facilitates the given reaction. (1) Reactant: [CH:1]1([N:5]2[CH2:10][CH2:9][N:8]([C:11]3[CH:16]=[CH:15][C:14]([N+:17]([O-])=O)=[CH:13][CH:12]=3)[CH2:7][CH2:6]2)[CH2:4][CH2:3][CH2:2]1. Product: [CH:1]1([N:5]2[CH2:10][CH2:9][N:8]([C:11]3[CH:16]=[CH:15][C:14]([NH2:17])=[CH:13][CH:12]=3)[CH2:7][CH2:6]2)[CH2:4][CH2:3][CH2:2]1. The catalyst class is: 50. (2) Reactant: C([O:3][C:4]([CH2:6][CH2:7][CH2:8][N:9]1[CH2:14][CH2:13][N:12]2[N:15]=[C:16]([C:18]([NH:20][CH2:21][C@H:22]([NH:30][C:31]([O:33][CH2:34][C:35]3[CH:40]=[CH:39][CH:38]=[CH:37][CH:36]=3)=[O:32])[C:23]([O:25][C:26]([CH3:29])([CH3:28])[CH3:27])=[O:24])=[O:19])[CH:17]=[C:11]2[C:10]1=[O:41])=O)C.[NH2:42][C:43]([NH2:45])=[NH:44]. Product: [NH:44]([C:4]([CH2:6][CH2:7][CH2:8][N:9]1[CH2:14][CH2:13][N:12]2[N:15]=[C:16]([C:18]([NH:20][CH2:21][C@H:22]([NH:30][C:31]([O:33][CH2:34][C:35]3[CH:40]=[CH:39][CH:38]=[CH:37][CH:36]=3)=[O:32])[C:23]([O:25][C:26]([CH3:29])([CH3:28])[CH3:27])=[O:24])=[O:19])[CH:17]=[C:11]2[C:10]1=[O:41])=[O:3])[C:43]([NH2:45])=[NH:42]. The catalyst class is: 9. (3) Reactant: [H-].[Na+].[C:3]1([C:9]2[C:13]([N:14]3[CH2:19][CH2:18][N:17]([C:20]([O:22][C:23]([CH3:26])([CH3:25])[CH3:24])=[O:21])[CH2:16][CH2:15]3)=[CH:12][NH:11][N:10]=2)[CH:8]=[CH:7][CH:6]=[CH:5][CH:4]=1.Cl.Cl[CH2:29][CH2:30][N:31]1[CH2:36][CH2:35][O:34][CH2:33][CH2:32]1. Product: [O:34]1[CH2:35][CH2:36][N:31]([CH2:30][CH2:29][N:11]2[CH:12]=[C:13]([N:14]3[CH2:15][CH2:16][N:17]([C:20]([O:22][C:23]([CH3:26])([CH3:25])[CH3:24])=[O:21])[CH2:18][CH2:19]3)[C:9]([C:3]3[CH:4]=[CH:5][CH:6]=[CH:7][CH:8]=3)=[N:10]2)[CH2:32][CH2:33]1. The catalyst class is: 3. (4) Reactant: C(OC(=O)[NH:7][CH2:8][C:9]1[CH:14]=[C:13]([CH3:15])[C:12]([NH:16][S:17]([CH3:20])(=[O:19])=[O:18])=[C:11]([Cl:21])[CH:10]=1)(C)(C)C. Product: [NH2:7][CH2:8][C:9]1[CH:14]=[C:13]([CH3:15])[C:12]([NH:16][S:17]([CH3:20])(=[O:19])=[O:18])=[C:11]([Cl:21])[CH:10]=1. The catalyst class is: 137.